This data is from Forward reaction prediction with 1.9M reactions from USPTO patents (1976-2016). The task is: Predict the product of the given reaction. (1) Given the reactants [OH:1][C:2]1[C:11]([CH3:12])=[C:10]([CH3:13])[C:9](B2OC(C)(C)C(C)(C)O2)=[CH:8][C:3]=1[C:4]([O:6][CH3:7])=[O:5].Cl[CH2:24][C:25]1[CH:30]=[CH:29][C:28]([O:31][CH3:32])=[CH:27][CH:26]=1.C(=O)([O-])[O-].[Na+].[Na+].O, predict the reaction product. The product is: [OH:1][C:2]1[C:11]([CH3:12])=[C:10]([CH3:13])[C:9]([CH2:24][C:25]2[CH:30]=[CH:29][C:28]([O:31][CH3:32])=[CH:27][CH:26]=2)=[CH:8][C:3]=1[C:4]([O:6][CH3:7])=[O:5]. (2) The product is: [OH:44][C:38]1([CH2:37][C:34]2[N:35]=[CH:36][C:31]([C:3]3[CH2:4][C:5]([NH:8][C:9](=[O:20])[C:10]4[CH:15]=[CH:14][CH:13]=[C:12]([C:16]([F:17])([F:18])[F:19])[CH:11]=4)([N:7]4[CH2:2][CH2:51][O:54][CH2:5][CH2:6]4)[CH:6]=[N:7][C:2]=3[CH3:1])=[CH:32][CH:33]=2)[CH2:39][CH2:40][O:41][CH2:42][CH2:43]1. Given the reactants [CH3:1][C:2]1[N:7]=[CH:6][C:5]([NH:8][C:9](=[O:20])[C:10]2[CH:15]=[CH:14][CH:13]=[C:12]([C:16]([F:19])([F:18])[F:17])[CH:11]=2)=[CH:4][C:3]=1B1OC(C)(C)C(C)(C)O1.Br[C:31]1[CH:32]=[C:33](N2CCOCC2)[C:34]([CH2:37][C:38]2([OH:44])[CH2:43][CH2:42][O:41][CH2:40][CH2:39]2)=[N:35][CH:36]=1.[C:51](=[O:54])([O-])[O-].[Na+].[Na+], predict the reaction product. (3) Given the reactants [CH3:1][O:2][C:3](=[O:32])[CH2:4][C:5]1[CH:10]=[CH:9][C:8]([CH2:11][NH:12][CH2:13][CH2:14][CH2:15][N:16]2[C:24](=[O:25])[NH:23][C:22]3[C:17]2=[N:18][C:19]([O:27][CH2:28][CH2:29][CH2:30][CH3:31])=[N:20][C:21]=3[NH2:26])=[CH:7][CH:6]=1.Cl[CH2:34][C:35](Cl)=[O:36].[CH3:38][C:39]#[N:40], predict the reaction product. The product is: [CH3:1][O:2][C:3](=[O:32])[CH2:4][C:5]1[CH:10]=[CH:9][C:8]([CH2:11][N:12]([CH2:13][CH2:14][CH2:15][N:16]2[C:24](=[O:25])[NH:23][C:22]3[C:17]2=[N:18][C:19]([O:27][CH2:28][CH2:29][CH2:30][CH3:31])=[N:20][C:21]=3[NH2:26])[C:35](=[O:36])[CH2:34][N:40]2[CH2:8][CH2:11][N:12]([CH3:13])[CH2:38][CH2:39]2)=[CH:7][CH:6]=1. (4) Given the reactants [F:1][C:2]1[C:11]([F:12])=[C:10]2[C:5]([CH2:6][CH2:7][CH:8]([CH:13]3[CH2:18][CH2:17][CH:16]([CH2:19][CH2:20][CH3:21])[CH2:15][CH2:14]3)[O:9]2)=[CH:4][CH:3]=1.[Li]C(CC)C.[B:27](OC(C)C)([O:32]C(C)C)[O:28]C(C)C.Cl, predict the reaction product. The product is: [F:1][C:2]1[C:11]([F:12])=[C:10]2[C:5]([CH2:6][CH2:7][CH:8]([CH:13]3[CH2:18][CH2:17][CH:16]([CH2:19][CH2:20][CH3:21])[CH2:15][CH2:14]3)[O:9]2)=[CH:4][C:3]=1[B:27]([OH:32])[OH:28]. (5) Given the reactants [Br:1][C:2]1[CH:3]=[C:4]2[C:8](=[C:9]([C:11]#[N:12])[CH:10]=1)[NH:7][N:6]=[C:5]2[CH:13]1[CH2:18][CH2:17][N:16](C(OC(C)(C)C)=O)[CH2:15][CH2:14]1.FC(F)(F)C(O)=O, predict the reaction product. The product is: [Br:1][C:2]1[CH:3]=[C:4]2[C:8](=[C:9]([C:11]#[N:12])[CH:10]=1)[NH:7][N:6]=[C:5]2[CH:13]1[CH2:18][CH2:17][NH:16][CH2:15][CH2:14]1. (6) Given the reactants [CH2:1]([O:8][C@H:9]1[CH2:13][N:12](C(OCC2C=CC=CC=2)=O)[C@H:11]([C:24]([CH3:26])=[CH2:25])[CH2:10]1)[C:2]1[CH:7]=[CH:6][CH:5]=[CH:4][CH:3]=1, predict the reaction product. The product is: [CH2:1]([O:8][C@H:9]1[CH2:13][NH:12][C@H:11]([CH:24]([CH3:26])[CH3:25])[CH2:10]1)[C:2]1[CH:3]=[CH:4][CH:5]=[CH:6][CH:7]=1. (7) Given the reactants C(C1C=CC([C:9]2([C:20]([O-:22])=[O:21])[CH2:14][CH2:13][CH:12]([CH2:15][CH2:16][CH2:17][CH2:18][CH3:19])[CH2:11][CH2:10]2)=CC=1)=O.[C:23](O)(=O)[CH2:24][C:25]([OH:27])=[O:26].N1[CH:35]=[CH:34][CH:33]=[CH:32][CH:31]=1.N1CCC[CH2:37]1.Cl, predict the reaction product. The product is: [CH2:15]([CH:12]1[CH2:11][CH2:10][CH:9]([C:20]([O:22][C:31]2[CH:37]=[CH:35][C:34](/[CH:23]=[CH:24]/[C:25]([OH:27])=[O:26])=[CH:33][CH:32]=2)=[O:21])[CH2:14][CH2:13]1)[CH2:16][CH2:17][CH2:18][CH3:19]. (8) Given the reactants [N:1]1([C:7]2[N:12]=[CH:11][C:10]([NH2:13])=[C:9]([C:14]3[CH:19]=[CH:18][CH:17]=[CH:16][C:15]=3[CH3:20])[CH:8]=2)[CH2:6][CH2:5][S:4][CH2:3][CH2:2]1.[C:21](=O)([O-])[O-].[K+].[K+].ClC(OCC)=O.[H-].COCCO[Al+]OCCOC.[Na+].[H-].[OH-].[Na+], predict the reaction product. The product is: [CH3:21][NH:13][C:10]1[CH:11]=[N:12][C:7]([N:1]2[CH2:6][CH2:5][S:4][CH2:3][CH2:2]2)=[CH:8][C:9]=1[C:14]1[CH:19]=[CH:18][CH:17]=[CH:16][C:15]=1[CH3:20]. (9) Given the reactants [F:1][C:2]([F:16])([F:15])[C:3]1[CH:14]=[CH:13][C:6]([CH2:7][CH:8]([C:11]#[N:12])[C:9]#[N:10])=[CH:5][CH:4]=1.[H-].[Na+].Br[CH2:20][CH2:21][CH2:22][CH2:23][Cl:24], predict the reaction product. The product is: [Cl:24][CH2:23][CH2:22][CH2:21][CH2:20][C:8]([CH2:7][C:6]1[CH:5]=[CH:4][C:3]([C:2]([F:15])([F:16])[F:1])=[CH:14][CH:13]=1)([C:11]#[N:12])[C:9]#[N:10].